This data is from Peptide-MHC class II binding affinity with 134,281 pairs from IEDB. The task is: Regression. Given a peptide amino acid sequence and an MHC pseudo amino acid sequence, predict their binding affinity value. This is MHC class II binding data. The peptide sequence is GELQMVDKIDAAFKI. The MHC is DRB4_0101 with pseudo-sequence DRB4_0103. The binding affinity (normalized) is 0.413.